Task: Predict the reactants needed to synthesize the given product.. Dataset: Full USPTO retrosynthesis dataset with 1.9M reactions from patents (1976-2016) (1) Given the product [Cl:1][C:2]1[N:7]=[C:6]([C:8]([OH:21])=[O:19])[C:5](=[O:10])[N:4]([C:11]2[CH:16]=[CH:15][CH:14]=[C:13]([CH3:17])[CH:12]=2)[C:3]=1[CH3:18], predict the reactants needed to synthesize it. The reactants are: [Cl:1][C:2]1[N:7]=[C:6]([C:8]#N)[C:5](=[O:10])[N:4]([C:11]2[CH:16]=[CH:15][CH:14]=[C:13]([CH3:17])[CH:12]=2)[C:3]=1[CH3:18].[OH2:19].S(=O)(=O)(O)[OH:21]. (2) Given the product [O-:22][N+:1]1[CH:6]=[CH:5][CH:4]=[CH:3][C:2]=1[CH:7]([CH3:13])[C:8]([O:10][CH2:11][CH3:12])=[O:9], predict the reactants needed to synthesize it. The reactants are: [N:1]1[CH:6]=[CH:5][CH:4]=[CH:3][C:2]=1[CH:7]([CH3:13])[C:8]([O:10][CH2:11][CH3:12])=[O:9].C1C=C(Cl)C=C(C(OO)=[O:22])C=1.